From a dataset of Peptide-MHC class II binding affinity with 134,281 pairs from IEDB. Regression. Given a peptide amino acid sequence and an MHC pseudo amino acid sequence, predict their binding affinity value. This is MHC class II binding data. The peptide sequence is ISLLLIQSWLEPVQF. The MHC is DRB1_0405 with pseudo-sequence DRB1_0405. The binding affinity (normalized) is 1.00.